The task is: Predict the product of the given reaction.. This data is from Forward reaction prediction with 1.9M reactions from USPTO patents (1976-2016). (1) Given the reactants [CH2:1]([NH:8][C:9]1[N:17]=[CH:16][N:15]=[C:14]2[C:10]=1[N:11]=[C:12](SC)[N:13]2[C@@H:18]1[O:24][C@H:23]([CH2:25][OH:26])[C@@H:21]([OH:22])[C@H:19]1[OH:20])[C:2]1[CH:7]=[CH:6][CH:5]=[CH:4][CH:3]=1.OO.[O-:31][Mn](=O)(=O)=O.[K+], predict the reaction product. The product is: [CH2:1]([NH:8][C:9]1[N:17]=[CH:16][N:15]=[C:14]2[C:10]=1[N:11]=[C:12]([OH:31])[N:13]2[C@@H:18]1[O:24][C@H:23]([CH2:25][OH:26])[C@@H:21]([OH:22])[C@H:19]1[OH:20])[C:2]1[CH:7]=[CH:6][CH:5]=[CH:4][CH:3]=1. (2) Given the reactants [CH3:1][N:2]([CH3:11])[S:3]([N:6]1[CH:10]=[CH:9][CH:8]=[N:7]1)(=[O:5])=[O:4].C([Li])CCC.[Br:17]C(Cl)(Cl)C(Br)(Cl)Cl.O, predict the reaction product. The product is: [Br:17][C:10]1[N:6]([S:3]([N:2]([CH3:11])[CH3:1])(=[O:4])=[O:5])[N:7]=[CH:8][CH:9]=1. (3) Given the reactants C([O:3][C:4]([C:6]1[C:7]([Cl:20])=[C:8]2[C:15]3[CH2:16][CH2:17][CH2:18][CH2:19][C:14]=3[S:13][C:9]2=[N:10][C:11]=1[CH3:12])=O)C.[H-].C([Al+]CC(C)C)C(C)C, predict the reaction product. The product is: [Cl:20][C:7]1[C:6]([CH2:4][OH:3])=[C:11]([CH3:12])[N:10]=[C:9]2[S:13][C:14]3[CH2:19][CH2:18][CH2:17][CH2:16][C:15]=3[C:8]=12. (4) Given the reactants [NH2:1][C:2]1[CH:3]=[C:4]2[C:9](=[CH:10][CH:11]=1)[NH:8][C:7](=[O:12])[CH:6]=[C:5]2[O:13][C:14]1[CH:19]=[CH:18][CH:17]=[CH:16][CH:15]=1.[C:20](Cl)(=[O:22])[CH3:21].O, predict the reaction product. The product is: [O:12]=[C:7]1[CH:6]=[C:5]([O:13][C:14]2[CH:15]=[CH:16][CH:17]=[CH:18][CH:19]=2)[C:4]2[C:9](=[CH:10][CH:11]=[C:2]([NH:1][C:20](=[O:22])[CH3:21])[CH:3]=2)[NH:8]1. (5) Given the reactants C[O:2][C:3]1[CH:8]=[CH:7][C:6]([CH2:9][CH2:10][C:11]2[CH:12]=[CH:13][C:14]3[O:18][C:17]([CH:19]([NH:21][C:22](=[O:24])[CH3:23])[CH3:20])=[CH:16][C:15]=3[CH:25]=2)=[CH:5][CH:4]=1.B(Br)(Br)Br.C(Cl)Cl.CO, predict the reaction product. The product is: [OH:2][C:3]1[CH:8]=[CH:7][C:6]([CH2:9][CH2:10][C:11]2[CH:12]=[CH:13][C:14]3[O:18][C:17]([CH:19]([NH:21][C:22](=[O:24])[CH3:23])[CH3:20])=[CH:16][C:15]=3[CH:25]=2)=[CH:5][CH:4]=1. (6) Given the reactants [NH2:1][C:2]1[CH:7]=[CH:6][C:5]([CH:8]2[C:17]([CH3:19])([CH3:18])[CH2:16][C:15]3[C:10](=[CH:11][CH:12]=[C:13]([C:20]([OH:22])=[O:21])[CH:14]=3)[NH:9]2)=[CH:4][CH:3]=1.[C:23]1([S:29](Cl)(=[O:31])=[O:30])[CH:28]=[CH:27][CH:26]=[CH:25][CH:24]=1, predict the reaction product. The product is: [CH3:19][C:17]1([CH3:18])[CH2:16][C:15]2[C:10](=[CH:11][CH:12]=[C:13]([C:20]([OH:22])=[O:21])[CH:14]=2)[NH:9][CH:8]1[C:5]1[CH:4]=[CH:3][C:2]([NH:1][S:29]([C:23]2[CH:28]=[CH:27][CH:26]=[CH:25][CH:24]=2)(=[O:31])=[O:30])=[CH:7][CH:6]=1.